This data is from Forward reaction prediction with 1.9M reactions from USPTO patents (1976-2016). The task is: Predict the product of the given reaction. (1) Given the reactants [NH2:1][CH:2]([C:4]([OH:6])=[O:5])[CH3:3].C(N(CC)CC)C.C[Si](Cl)(C)C.[C:19](Cl)(=[O:27])[CH2:20][CH2:21][CH2:22][CH2:23][CH2:24][CH2:25][CH3:26], predict the reaction product. The product is: [C:19]([NH:1][CH:2]([CH3:3])[C:4]([OH:6])=[O:5])(=[O:27])[CH2:20][CH2:21][CH2:22][CH2:23][CH2:24][CH2:25][CH3:26]. (2) Given the reactants [CH:1]1([NH2:4])[CH2:3][CH2:2]1.[C:5]([O:9][C:10]([N:12]1[CH2:16][C@H:15]([OH:17])[CH2:14][C@@H:13]1[C:18](O)=[O:19])=[O:11])([CH3:8])([CH3:7])[CH3:6].C(Cl)CCl.C1C=CC2N(O)N=NC=2C=1, predict the reaction product. The product is: [C:5]([O:9][C:10]([N:12]1[CH2:16][C@H:15]([OH:17])[CH2:14][C@@H:13]1[C:18](=[O:19])[NH:4][CH:1]1[CH2:3][CH2:2]1)=[O:11])([CH3:8])([CH3:7])[CH3:6]. (3) Given the reactants [CH3:1][O:2][C:3]([C:5]1[CH:14]=[CH:13][C:12]2[C:7](=[CH:8][CH:9]=[C:10](Br)[CH:11]=2)[CH:6]=1)=[O:4].C(=O)([O-])[O-].[Cs+].[Cs+].[NH:22]1[CH2:27][CH2:26][CH2:25][CH2:24][CH2:23]1.C([O-])(O)=O.[Na+], predict the reaction product. The product is: [CH3:1][O:2][C:3]([C:5]1[CH:14]=[CH:13][C:12]2[C:7](=[CH:8][CH:9]=[C:10]([N:22]3[CH2:27][CH2:26][CH2:25][CH2:24][CH2:23]3)[CH:11]=2)[CH:6]=1)=[O:4]. (4) Given the reactants [CH3:1][C:2](=[CH2:6])[CH2:3][CH2:4][OH:5].[C:7]1(O)[CH:12]=[CH:11][CH:10]=[CH:9][CH:8]=1.C1(P(C2C=CC=CC=2)C2C=CC=CC=2)C=CC=CC=1.N(C(OC(C)(C)C)=O)=NC(OC(C)(C)C)=O, predict the reaction product. The product is: [CH3:6][C:2](=[CH2:1])[CH2:3][CH2:4][O:5][C:7]1[CH:12]=[CH:11][CH:10]=[CH:9][CH:8]=1. (5) Given the reactants [CH3:1][NH:2][C:3]1[N:8]=[C:7]([N:9]2[CH2:14][CH2:13][N:12]([CH3:15])[CH2:11][CH2:10]2)[N:6]=[C:5]([NH:16][CH:17]2[CH2:22][CH2:21][CH:20]([C:23](O)=[O:24])[CH2:19][CH2:18]2)[N:4]=1.[Cl:26][C:27]1[CH:32]=[C:31]([Cl:33])[CH:30]=[CH:29][C:28]=1[CH2:34][NH2:35].CCN=C=NCCCN(C)C.Cl, predict the reaction product. The product is: [Cl:26][C:27]1[CH:32]=[C:31]([Cl:33])[CH:30]=[CH:29][C:28]=1[CH2:34][NH:35][C:23]([C@H:20]1[CH2:21][CH2:22][C@@H:17]([NH:16][C:5]2[N:4]=[C:3]([NH:2][CH3:1])[N:8]=[C:7]([N:9]3[CH2:14][CH2:13][N:12]([CH3:15])[CH2:11][CH2:10]3)[N:6]=2)[CH2:18][CH2:19]1)=[O:24]. (6) Given the reactants Br[C:2]1[CH:7]=[CH:6][C:5]([C:8]2([C:11]([OH:13])=[O:12])[CH2:10][CH2:9]2)=[CH:4][CH:3]=1.C([Mg]CCCC)CCC.C([Li])CCC.[O:28]=[C:29]1[CH2:34][CH2:33][N:32]([C:35]([O:37][C:38]([CH3:41])([CH3:40])[CH3:39])=[O:36])[CH2:31][CH2:30]1, predict the reaction product. The product is: [C:38]([O:37][C:35]([N:32]1[CH2:33][CH2:34][C:29]([C:2]2[CH:7]=[CH:6][C:5]([C:8]3([C:11]([OH:13])=[O:12])[CH2:10][CH2:9]3)=[CH:4][CH:3]=2)([OH:28])[CH2:30][CH2:31]1)=[O:36])([CH3:41])([CH3:39])[CH3:40]. (7) Given the reactants [C:1]1([C@H:7]([NH:9][C:10]2[C:11]3[C:18]4[CH2:19][CH2:20][NH:21][CH2:22][C:17]=4[S:16][C:12]=3[N:13]=[CH:14][N:15]=2)[CH3:8])[CH:6]=[CH:5][CH:4]=[CH:3][CH:2]=1.Cl.[CH3:24][N:25]([CH3:32])[CH2:26]/[CH:27]=[CH:28]/[C:29](O)=[O:30], predict the reaction product. The product is: [CH3:24][N:25]([CH3:32])[CH2:26]/[CH:27]=[CH:28]/[C:29]([N:21]1[CH2:20][CH2:19][C:18]2[C:11]3[C:10]([NH:9][C@@H:7]([C:1]4[CH:6]=[CH:5][CH:4]=[CH:3][CH:2]=4)[CH3:8])=[N:15][CH:14]=[N:13][C:12]=3[S:16][C:17]=2[CH2:22]1)=[O:30].